Dataset: Catalyst prediction with 721,799 reactions and 888 catalyst types from USPTO. Task: Predict which catalyst facilitates the given reaction. (1) Reactant: [F:1][C:2]1[CH:7]=[C:6]([CH3:8])[C:5]([S:9][CH2:10][C:11]([F:14])([F:13])[F:12])=[CH:4][C:3]=1[N:15]1[C:19]([NH:20][CH2:21][C:22]#[CH:23])=[CH:18][C:17]([O:24][C:25]([F:40])([F:39])[CH:26]([F:38])[O:27][C:28]([F:37])([F:36])[C:29]([F:35])([F:34])[C:30]([F:33])([F:32])[F:31])=[N:16]1.ClC1C=CC=C(C(OO)=[O:49])C=1. Product: [F:1][C:2]1[CH:7]=[C:6]([CH3:8])[C:5]([S:9]([CH2:10][C:11]([F:14])([F:13])[F:12])=[O:49])=[CH:4][C:3]=1[N:15]1[C:19]([NH:20][CH2:21][C:22]#[CH:23])=[CH:18][C:17]([O:24][C:25]([F:40])([F:39])[CH:26]([F:38])[O:27][C:28]([F:36])([F:37])[C:29]([F:34])([F:35])[C:30]([F:33])([F:31])[F:32])=[N:16]1. The catalyst class is: 22. (2) Reactant: C(O)(C(F)(F)F)=O.C([SiH](CC)CC)C.[CH2:15]([C:22]1[C:23](=[O:61])[NH:24][C:25]2[C:30]([CH:31]=1)=[CH:29][C:28]1[C:32]([C:54]3[CH:59]=[CH:58][N:57]=[C:56]([CH3:60])[CH:55]=3)=[N:33][N:34](C(C3C=CC=CC=3)(C3C=CC=CC=3)C3C=CC=CC=3)[C:27]=1[CH:26]=2)[C:16]1[CH:21]=[CH:20][CH:19]=[CH:18][CH:17]=1. Product: [CH2:15]([C:22]1[C:23](=[O:61])[NH:24][C:25]2[C:30]([CH:31]=1)=[CH:29][C:28]1[C:32]([C:54]3[CH:59]=[CH:58][N:57]=[C:56]([CH3:60])[CH:55]=3)=[N:33][NH:34][C:27]=1[CH:26]=2)[C:16]1[CH:21]=[CH:20][CH:19]=[CH:18][CH:17]=1. The catalyst class is: 2. (3) Reactant: Cl.C([C:4]1[CH:11]=[CH:10][CH:9]=[CH:8][C:5]=1[CH2:6][NH2:7])#N.[CH3:12][N:13]=[C:14]=[O:15].[CH2:16]([N:18](CC)CC)C.O. Product: [N+:18]([C:4]1[CH:11]=[CH:10][CH:9]=[CH:8][C:5]=1[CH2:6][NH:7][C:14]([NH:13][CH3:12])=[O:15])#[C-:16]. The catalyst class is: 4. (4) Reactant: [F:1][C:2]1[CH:7]=[CH:6][CH:5]=[C:4]([O:8][CH2:9][CH2:10][O:11][CH3:12])[C:3]=1[N+:13]([O-])=O.[H][H]. Product: [F:1][C:2]1[CH:7]=[CH:6][CH:5]=[C:4]([O:8][CH2:9][CH2:10][O:11][CH3:12])[C:3]=1[NH2:13]. The catalyst class is: 29.